From a dataset of Forward reaction prediction with 1.9M reactions from USPTO patents (1976-2016). Predict the product of the given reaction. (1) Given the reactants [Cl:1][C:2]1[C:7](I)=[C:6]([CH3:9])[N:5]=[C:4]([NH2:10])[N:3]=1.[CH3:11][C:12]1(C)C(C)(C)OB(C=C)O1.ClCCl.C(=O)([O-])[O-].[Na+].[Na+], predict the reaction product. The product is: [Cl:1][C:2]1[C:7]([CH:11]=[CH2:12])=[C:6]([CH3:9])[N:5]=[C:4]([NH2:10])[N:3]=1. (2) Given the reactants C([O:8][C:9]1[CH:14]=[CH:13][C:12]([CH:15]=[CH:16][CH2:17][CH2:18][OH:19])=[CH:11][CH:10]=1)C1C=CC=CC=1.[H][H], predict the reaction product. The product is: [OH:19][CH2:18][CH2:17][CH2:16][CH2:15][C:12]1[CH:11]=[CH:10][C:9]([OH:8])=[CH:14][CH:13]=1. (3) Given the reactants [F:1][C:2]([F:11])([F:10])[C:3]1[CH:8]=[CH:7][CH:6]=[CH:5][C:4]=1[SH:9].[H-].[Na+].[H][H].N1[C:29]2[C:20](=[CH:21][CH:22]=[C:23]3[C:28]=2[N:27]=[CH:26][CH:25]=C3)C=CC=1.FC(F)(F)C(O)=O.[N:37]1C=CC=[CH:39][CH:38]=1.O, predict the reaction product. The product is: [F:11][C:2]([F:1])([F:10])[C:3]1[CH:8]=[CH:7][CH:6]=[CH:5][C:4]=1[S:9][C:29]1[CH:20]=[CH:21][CH:22]=[CH:23][C:28]=1[N:27]1[CH2:26][CH2:25][NH:37][CH2:38][CH2:39]1. (4) Given the reactants [OH:1][C:2]1[CH:10]=[CH:9][C:5]([C:6]([OH:8])=[O:7])=[CH:4][CH:3]=1.CCN(C(C)C)C(C)C.[Si:20](Cl)([C:23]([CH3:26])([CH3:25])[CH3:24])([CH3:22])[CH3:21].OP(O)(O)=O, predict the reaction product. The product is: [Si:20]([O:1][C:2]1[CH:10]=[CH:9][C:5]([C:6]([OH:8])=[O:7])=[CH:4][CH:3]=1)([C:23]([CH3:26])([CH3:25])[CH3:24])([CH3:22])[CH3:21]. (5) Given the reactants [F:1][C:2]1[CH:3]=[C:4]([NH:10][C:11]2[N:19]=[CH:18][CH:17]=[CH:16][C:12]=2[C:13]([OH:15])=O)[CH:5]=[C:6]([F:9])[C:7]=1[F:8].CN(C=O)C.C(N=C=NCCCN(C)C)C.[NH2:36][C:37]1[S:38][C:39]2[CH:45]=[C:44]([N+:46]([O-:48])=[O:47])[CH:43]=[CH:42][C:40]=2[N:41]=1, predict the reaction product. The product is: [N+:46]([C:44]1[CH:43]=[CH:42][C:40]2[N:41]=[C:37]([NH:36][C:13]([C:12]3[C:11]([NH:10][C:4]4[CH:5]=[C:6]([F:9])[C:7]([F:8])=[C:2]([F:1])[CH:3]=4)=[N:19][CH:18]=[CH:17][CH:16]=3)=[O:15])[S:38][C:39]=2[CH:45]=1)([O-:48])=[O:47].